This data is from NCI-60 drug combinations with 297,098 pairs across 59 cell lines. The task is: Regression. Given two drug SMILES strings and cell line genomic features, predict the synergy score measuring deviation from expected non-interaction effect. (1) Drug 1: C1CCC(C1)C(CC#N)N2C=C(C=N2)C3=C4C=CNC4=NC=N3. Drug 2: C1CN(P(=O)(OC1)NCCCl)CCCl. Cell line: SF-295. Synergy scores: CSS=0.231, Synergy_ZIP=-0.508, Synergy_Bliss=-2.44, Synergy_Loewe=-3.57, Synergy_HSA=-2.22. (2) Drug 1: CC1=C2C(C(=O)C3(C(CC4C(C3C(C(C2(C)C)(CC1OC(=O)C(C(C5=CC=CC=C5)NC(=O)OC(C)(C)C)O)O)OC(=O)C6=CC=CC=C6)(CO4)OC(=O)C)OC)C)OC. Drug 2: CNC(=O)C1=NC=CC(=C1)OC2=CC=C(C=C2)NC(=O)NC3=CC(=C(C=C3)Cl)C(F)(F)F. Cell line: HCC-2998. Synergy scores: CSS=74.0, Synergy_ZIP=8.73, Synergy_Bliss=7.85, Synergy_Loewe=0.473, Synergy_HSA=8.78. (3) Drug 1: CC1C(C(CC(O1)OC2CC(CC3=C2C(=C4C(=C3O)C(=O)C5=C(C4=O)C(=CC=C5)OC)O)(C(=O)C)O)N)O.Cl. Drug 2: C1=CC(=CC=C1C#N)C(C2=CC=C(C=C2)C#N)N3C=NC=N3. Cell line: SR. Synergy scores: CSS=61.8, Synergy_ZIP=-1.73, Synergy_Bliss=-2.74, Synergy_Loewe=-20.0, Synergy_HSA=-1.24. (4) Cell line: COLO 205. Drug 2: B(C(CC(C)C)NC(=O)C(CC1=CC=CC=C1)NC(=O)C2=NC=CN=C2)(O)O. Drug 1: CC1=CC=C(C=C1)C2=CC(=NN2C3=CC=C(C=C3)S(=O)(=O)N)C(F)(F)F. Synergy scores: CSS=50.4, Synergy_ZIP=2.11, Synergy_Bliss=-1.40, Synergy_Loewe=-39.2, Synergy_HSA=-4.72. (5) Drug 1: CCN(CC)CCCC(C)NC1=C2C=C(C=CC2=NC3=C1C=CC(=C3)Cl)OC. Drug 2: N.N.Cl[Pt+2]Cl. Cell line: NCI-H226. Synergy scores: CSS=29.2, Synergy_ZIP=-4.07, Synergy_Bliss=1.75, Synergy_Loewe=2.65, Synergy_HSA=3.63. (6) Drug 1: CC12CCC3C(C1CCC2=O)CC(=C)C4=CC(=O)C=CC34C. Drug 2: CC12CCC3C(C1CCC2OP(=O)(O)O)CCC4=C3C=CC(=C4)OC(=O)N(CCCl)CCCl.[Na+]. Cell line: IGROV1. Synergy scores: CSS=-0.893, Synergy_ZIP=-14.5, Synergy_Bliss=-29.8, Synergy_Loewe=-44.2, Synergy_HSA=-28.8. (7) Drug 1: CCC(=C(C1=CC=CC=C1)C2=CC=C(C=C2)OCCN(C)C)C3=CC=CC=C3.C(C(=O)O)C(CC(=O)O)(C(=O)O)O. Drug 2: C#CCC(CC1=CN=C2C(=N1)C(=NC(=N2)N)N)C3=CC=C(C=C3)C(=O)NC(CCC(=O)O)C(=O)O. Cell line: OVCAR-4. Synergy scores: CSS=48.4, Synergy_ZIP=6.46, Synergy_Bliss=-1.41, Synergy_Loewe=-29.9, Synergy_HSA=-1.99.